Dataset: Catalyst prediction with 721,799 reactions and 888 catalyst types from USPTO. Task: Predict which catalyst facilitates the given reaction. Reactant: [CH:1]1([C@H:5]([NH:13][C:14]([C:16]2[C:21]([CH3:22])=[C:20]([C:23]#[CH:24])[C:19](=[O:25])[N:18]([C:26]3[CH:31]=[CH:30][CH:29]=[CH:28][CH:27]=3)[C:17]=2[CH3:32])=[O:15])[C:6]2[CH:11]=[CH:10][CH:9]=[C:8]([F:12])[CH:7]=2)[CH2:4][CH2:3][CH2:2]1. Product: [CH:1]1([C@H:5]([NH:13][C:14]([C:16]2[C:21]([CH3:22])=[C:20]([CH2:23][CH3:24])[C:19](=[O:25])[N:18]([C:26]3[CH:27]=[CH:28][CH:29]=[CH:30][CH:31]=3)[C:17]=2[CH3:32])=[O:15])[C:6]2[CH:11]=[CH:10][CH:9]=[C:8]([F:12])[CH:7]=2)[CH2:4][CH2:3][CH2:2]1. The catalyst class is: 5.